Dataset: Forward reaction prediction with 1.9M reactions from USPTO patents (1976-2016). Task: Predict the product of the given reaction. (1) Given the reactants [Br:1][C:2]1[N:7]=[C:6]2[N:8]([CH2:11][C:12]3[CH:23]=[CH:22][C:15]4[N:16]=[C:17](S(C)=O)[S:18][C:14]=4[CH:13]=3)[CH:9]=[N:10][C:5]2=[CH:4][CH:3]=1.[CH2:24]1[C:32]2[C:27](=[CH:28][CH:29]=[CH:30][CH:31]=2)[C@@H:26]([NH2:33])[C@@H:25]1[OH:34].CCN(C(C)C)C(C)C, predict the reaction product. The product is: [Br:1][C:2]1[N:7]=[C:6]2[N:8]([CH2:11][C:12]3[CH:23]=[CH:22][C:15]4[N:16]=[C:17]([NH:33][C@@H:26]5[C:27]6[C:32](=[CH:31][CH:30]=[CH:29][CH:28]=6)[CH2:24][C@H:25]5[OH:34])[S:18][C:14]=4[CH:13]=3)[CH:9]=[N:10][C:5]2=[CH:4][CH:3]=1. (2) Given the reactants [CH3:1][C:2]1([CH3:23])[CH2:7][NH:6][CH2:5][C:4]2([CH2:12][CH2:11][N:10]([CH2:13][C:14]3[CH:15]=[C:16]([CH2:20][CH2:21][OH:22])[CH:17]=[CH:18][CH:19]=3)[CH2:9][CH2:8]2)[O:3]1.[CH2:24]([C:26]1[S:30][CH:29]=[C:28]([C:31](O)=[O:32])[CH:27]=1)[CH3:25], predict the reaction product. The product is: [CH2:24]([C:26]1[S:30][CH:29]=[C:28]([C:31]([N:6]2[CH2:5][C:4]3([CH2:12][CH2:11][N:10]([CH2:13][C:14]4[CH:19]=[CH:18][CH:17]=[C:16]([CH2:20][CH2:21][OH:22])[CH:15]=4)[CH2:9][CH2:8]3)[O:3][C:2]([CH3:23])([CH3:1])[CH2:7]2)=[O:32])[CH:27]=1)[CH3:25]. (3) Given the reactants [Cl:1][C:2]1[CH:7]=[CH:6][C:5]([C:8]2[N:12]([CH2:13][CH:14]=[O:15])[C:11](=[O:16])[N:10]([CH2:17][C:18]([NH:20][C:21]([CH3:33])([C:23]3[CH:28]=[CH:27][CH:26]=[C:25]([C:29]([F:32])([F:31])[F:30])[CH:24]=3)[CH3:22])=[O:19])[N:9]=2)=[CH:4][CH:3]=1.[CH:34]1([Mg]Br)[CH2:36][CH2:35]1.[Cl-].[NH4+], predict the reaction product. The product is: [Cl:1][C:2]1[CH:7]=[CH:6][C:5]([C:8]2[N:12]([CH2:13][CH:14]([CH:34]3[CH2:36][CH2:35]3)[OH:15])[C:11](=[O:16])[N:10]([CH2:17][C:18]([NH:20][C:21]([CH3:33])([C:23]3[CH:28]=[CH:27][CH:26]=[C:25]([C:29]([F:30])([F:31])[F:32])[CH:24]=3)[CH3:22])=[O:19])[N:9]=2)=[CH:4][CH:3]=1. (4) The product is: [ClH:22].[CH2:1]([CH:8]1[CH2:13][CH2:12][NH:11][CH2:10][CH:9]1[CH3:21])[C:2]1[CH:7]=[CH:6][CH:5]=[CH:4][CH:3]=1. Given the reactants [CH2:1]([CH:8]1[CH2:13][CH2:12][N:11](C(OC(C)(C)C)=O)[CH2:10][CH:9]1[CH3:21])[C:2]1[CH:7]=[CH:6][CH:5]=[CH:4][CH:3]=1.[ClH:22], predict the reaction product. (5) Given the reactants [Cl:1][C:2]1[CH:3]=[CH:4][C:5]2[N:11]3[C:12]([C:15]([F:18])([F:17])[F:16])=[N:13][N:14]=[C:10]3[C@@H:9]([CH2:19][C:20]([O:22]CC)=[O:21])[S:8][C@H:7]([C:25]3[CH:30]=[CH:29][CH:28]=[C:27]([Cl:31])[C:26]=3[Cl:32])[C:6]=2[CH:33]=1.Cl.C(O)(=O)CC(CC(O)=O)(C(O)=O)O, predict the reaction product. The product is: [Cl:1][C:2]1[CH:3]=[CH:4][C:5]2[N:11]3[C:12]([C:15]([F:17])([F:16])[F:18])=[N:13][N:14]=[C:10]3[C@@H:9]([CH2:19][C:20]([OH:22])=[O:21])[S:8][C@H:7]([C:25]3[CH:30]=[CH:29][CH:28]=[C:27]([Cl:31])[C:26]=3[Cl:32])[C:6]=2[CH:33]=1. (6) Given the reactants [CH:1]([O:4][C:5]1[CH:10]=[CH:9][CH:8]=[CH:7][C:6]=1[C:11]1[NH:15][N:14]=[C:13]([S:16][CH2:17][C:18]([N:20]2[CH2:25]COC[CH2:21]2)=[O:19])[N:12]=1)([CH3:3])[CH3:2].CNC, predict the reaction product. The product is: [CH:1]([O:4][C:5]1[CH:10]=[CH:9][CH:8]=[CH:7][C:6]=1[C:11]1[NH:15][N:14]=[C:13]([S:16][CH2:17][C:18]([N:20]([CH3:25])[CH3:21])=[O:19])[N:12]=1)([CH3:3])[CH3:2]. (7) Given the reactants [CH3:1][O:2][CH2:3][O:4][C:5]1[CH:9]=[C:8]([C:10]([O:12][CH3:13])=[O:11])[NH:7][N:6]=1.CI.[C:16](=O)([O-])[O-].[K+].[K+].CN(C)C=O, predict the reaction product. The product is: [CH3:1][O:2][CH2:3][O:4][C:5]1[CH:9]=[C:8]([C:10]([O:12][CH3:13])=[O:11])[N:7]([CH3:16])[N:6]=1. (8) Given the reactants C(C1C=CC(C(NC2C=CC(C3C=C4C(CN([C@@H](C(C)C)C(O)=O)C4=O)=CC=3)=NC=2)=O)=CC=1)(C)(C)C.[CH3:37][CH:38]([CH3:75])[C@H:39]([N:44]1[CH2:52][C:51]2[C:46](=[CH:47][C:48]([C:53]3[CH:58]=[CH:57][C:56]([NH:59][C:60](=[O:72])[C:61]4[CH:66]=[CH:65][C:64]([CH2:67][CH2:68][CH2:69][CH2:70][CH3:71])=[CH:63][CH:62]=4)=[CH:55][C:54]=3[CH3:73])=[CH:49][CH:50]=2)[C:45]1=[O:74])[C:40]([O:42]C)=[O:41], predict the reaction product. The product is: [CH3:75][CH:38]([CH3:37])[C@H:39]([N:44]1[CH2:52][C:51]2[C:46](=[CH:47][C:48]([C:53]3[CH:58]=[CH:57][C:56]([NH:59][C:60](=[O:72])[C:61]4[CH:62]=[CH:63][C:64]([CH2:67][CH2:68][CH2:69][CH2:70][CH3:71])=[CH:65][CH:66]=4)=[CH:55][C:54]=3[CH3:73])=[CH:49][CH:50]=2)[C:45]1=[O:74])[C:40]([OH:42])=[O:41]. (9) The product is: [CH3:1][S:2]([O:6][CH2:7][CH2:8][C:9]1[CH:10]=[CH:11][C:12]([C:15]2[N:19]([C:20]3[CH:25]=[CH:24][C:23]([O:26][CH3:27])=[CH:22][CH:21]=3)[N:18]=[C:17]([C:28]([N:30]([O:32][CH3:33])[CH3:31])=[O:29])[CH:16]=2)=[CH:13][CH:14]=1)(=[O:4])=[O:3]. Given the reactants [CH3:1][S:2](Cl)(=[O:4])=[O:3].[OH:6][CH2:7][CH2:8][C:9]1[CH:14]=[CH:13][C:12]([C:15]2[N:19]([C:20]3[CH:25]=[CH:24][C:23]([O:26][CH3:27])=[CH:22][CH:21]=3)[N:18]=[C:17]([C:28]([N:30]([O:32][CH3:33])[CH3:31])=[O:29])[CH:16]=2)=[CH:11][CH:10]=1.CCN(CC)CC, predict the reaction product. (10) Given the reactants [Cl:1][C:2]1[C:3]([C:9]#[N:10])=[C:4]([OH:8])[CH:5]=[CH:6][CH:7]=1.[H-].[Na+].[CH2:13]1[O:15][C@H:14]1[CH2:16]OS(C1C=C([N+]([O-])=O)C=CC=1)(=O)=O.[OH-].[Na+], predict the reaction product. The product is: [CH2:16]([O:8][C:4]1[CH:5]=[CH:6][CH:7]=[C:2]([Cl:1])[C:3]=1[C:9]#[N:10])[C@@H:14]1[O:15][CH2:13]1.